Dataset: Reaction yield outcomes from USPTO patents with 853,638 reactions. Task: Predict the reaction yield, written as a fraction of the theoretical maximum amount of product (1.0 means a 100% yield; for example, 0.34 means a 34% yield). The reactants are COC1C=C(C=CC=1OC)C[NH:7][C:8]1[N:13]2[N:14]=[C:15]([C:17]3[O:18][CH:19]=[CH:20][CH:21]=3)[N:16]=[C:12]2[CH:11]=[C:10]([CH2:22][O:23][C:24]2[CH:25]=[N:26][CH:27]=[CH:28][CH:29]=2)[N:9]=1.C1(OC)C=CC=CC=1.FC(F)(F)S(O)(=O)=O.[OH-].[Na+]. The catalyst is FC(F)(F)C(O)=O. The product is [NH2:7][C:8]1[N:13]2[N:14]=[C:15]([C:17]3[O:18][CH:19]=[CH:20][CH:21]=3)[N:16]=[C:12]2[CH:11]=[C:10]([CH2:22][O:23][C:24]2[CH:25]=[N:26][CH:27]=[CH:28][CH:29]=2)[N:9]=1. The yield is 0.700.